This data is from Full USPTO retrosynthesis dataset with 1.9M reactions from patents (1976-2016). The task is: Predict the reactants needed to synthesize the given product. (1) Given the product [O:34]1[CH:35]=[N:29][C:1]([C:3]2[CH:4]=[CH:5][C:6]([CH2:7][N:8]([CH:19]3[CH2:24][CH:23]4[CH:25]([OH:26])[CH:20]3[CH2:21][CH2:22]4)[S:9]([C:12]3[CH:13]=[CH:14][C:15]([Cl:18])=[CH:16][CH:17]=3)(=[O:11])=[O:10])=[CH:27][CH:28]=2)=[N:2]1, predict the reactants needed to synthesize it. The reactants are: [C:1]([C:3]1[CH:28]=[CH:27][C:6]([CH2:7][N:8]([CH:19]2[CH2:24][CH:23]3[CH:25]([OH:26])[CH:20]2[CH2:21][CH2:22]3)[S:9]([C:12]2[CH:17]=[CH:16][C:15]([Cl:18])=[CH:14][CH:13]=2)(=[O:11])=[O:10])=[CH:5][CH:4]=1)#[N:2].[NH2:29]O.C([O:34][CH2:35]C)(=O)C. (2) The reactants are: CON(C)[C:4]([C:6]1([C:9]([F:12])([F:11])[F:10])[CH2:8][CH2:7]1)=[O:5].[H-].[Al+3].[Li+].[H-].[H-].[H-]. Given the product [F:10][C:9]([F:12])([F:11])[C:6]1([CH:4]=[O:5])[CH2:8][CH2:7]1, predict the reactants needed to synthesize it.